From a dataset of Reaction yield outcomes from USPTO patents with 853,638 reactions. Predict the reaction yield, written as a fraction of the theoretical maximum amount of product (1.0 means a 100% yield; for example, 0.34 means a 34% yield). (1) The reactants are Br[C:2]1[CH:7]=[CH:6][N:5]=[C:4]2[NH:8][C:9]([C:11]([CH3:14])([CH3:13])[CH3:12])=[CH:10][C:3]=12.C(=O)([O-])[O-].[Na+].[Na+].CC1(C)C(C)(C)OB([C:29]2[CH:34]=[CH:33][C:32]([S:35]([NH:38][CH:39]3[CH2:44][CH2:43][N:42]([C:45]([O:47][C:48]([CH3:51])([CH3:50])[CH3:49])=[O:46])[CH2:41][CH2:40]3)(=[O:37])=[O:36])=[CH:31][CH:30]=2)O1.ClCCl. The catalyst is COCCOC.C1C=CC(P([C]2[CH][CH][CH][CH]2)C2C=CC=CC=2)=CC=1.C1C=CC(P([C]2[CH][CH][CH][CH]2)C2C=CC=CC=2)=CC=1.Cl[Pd]Cl.[Fe].O. The product is [CH3:12][C:11]([C:9]1[NH:8][C:4]2=[N:5][CH:6]=[CH:7][C:2]([C:29]3[CH:30]=[CH:31][C:32]([S:35]([NH:38][CH:39]4[CH2:44][CH2:43][N:42]([C:45]([O:47][C:48]([CH3:51])([CH3:50])[CH3:49])=[O:46])[CH2:41][CH2:40]4)(=[O:37])=[O:36])=[CH:33][CH:34]=3)=[C:3]2[CH:10]=1)([CH3:14])[CH3:13]. The yield is 0.860. (2) The catalyst is CC#N. The product is [Br:10][CH2:11][CH2:12][CH2:13][S:9][C:6]1[CH:7]=[CH:8][C:3]([C:1]#[N:2])=[CH:4][CH:5]=1. The reactants are [C:1]([C:3]1[CH:8]=[CH:7][C:6]([SH:9])=[CH:5][CH:4]=1)#[N:2].[Br:10][CH2:11][CH2:12][CH2:13]Br.C([O-])([O-])=O.[K+].[K+]. The yield is 0.620.